This data is from Catalyst prediction with 721,799 reactions and 888 catalyst types from USPTO. The task is: Predict which catalyst facilitates the given reaction. (1) Reactant: [NH2:1][C:2]1[N:10]=[C:9]([F:11])[N:8]=[C:7]2[C:3]=1[N:4]=[C:5]([CH2:22][C:23]1[C:31]([I:32])=[CH:30][C:26]3[O:27][CH2:28][O:29][C:25]=3[CH:24]=1)[N:6]2[CH2:12][CH2:13][N:14]([CH:19]([CH3:21])[CH3:20])[CH2:15][CH2:16][CH2:17][OH:18].Cl[S:34]([NH2:37])(=[O:36])=[O:35].C([O-])([O-])=O.[Ca+2]. Product: [NH2:1][C:2]1[N:10]=[C:9]([F:11])[N:8]=[C:7]2[C:3]=1[N:4]=[C:5]([CH2:22][C:23]1[C:31]([I:32])=[CH:30][C:26]3[O:27][CH2:28][O:29][C:25]=3[CH:24]=1)[N:6]2[CH2:12][CH2:13][N:14]([CH:19]([CH3:21])[CH3:20])[CH2:15][CH2:16][CH2:17][O:18][S:34](=[O:36])(=[O:35])[NH2:37]. The catalyst class is: 3. (2) Product: [CH3:9][S:10]([O:8][CH2:7][C:5]1[N:6]=[C:2]([Cl:1])[O:3][CH:4]=1)(=[O:12])=[O:11]. The catalyst class is: 4. Reactant: [Cl:1][C:2]1[O:3][CH:4]=[C:5]([CH2:7][OH:8])[N:6]=1.[CH3:9][S:10](Cl)(=[O:12])=[O:11].C(N(CC)CC)C.[Cl-].[NH4+]. (3) Reactant: [NH2:1][C:2]1[C:7]([F:8])=[C:6]([C:9]([O:11]CC)=[CH2:10])[N:5]=[C:4]([C:14]([O:16][CH3:17])=[O:15])[C:3]=1[Cl:18].Cl. Product: [C:9]([C:6]1[N:5]=[C:4]([C:14]([O:16][CH3:17])=[O:15])[C:3]([Cl:18])=[C:2]([NH2:1])[C:7]=1[F:8])(=[O:11])[CH3:10]. The catalyst class is: 7. (4) Reactant: [C:1]([C:4]1[C:12]2[C:7](=[CH:8][CH:9]=[CH:10][CH:11]=2)[N:6]([C:13]2[CH:18]=[CH:17][N:16]=[C:15]([NH:19][CH:20]3[CH2:25][CH2:24][CH:23]([C:26](O)=[O:27])[CH2:22][CH2:21]3)[N:14]=2)[CH:5]=1)(=[O:3])[NH2:2].F[P-](F)(F)(F)(F)F.N1(O[P+](N(C)C)(N(C)C)N(C)C)C2C=CC=CC=2N=N1.CCN(C(C)C)C(C)C.[CH3:65][N:66]([CH:68]1[CH2:73][CH2:72][NH:71][CH2:70][CH2:69]1)[CH3:67]. Product: [CH3:65][N:66]([CH3:67])[CH:68]1[CH2:73][CH2:72][N:71]([C:26]([CH:23]2[CH2:24][CH2:25][CH:20]([NH:19][C:15]3[N:14]=[C:13]([N:6]4[C:7]5[C:12](=[CH:11][CH:10]=[CH:9][CH:8]=5)[C:4]([C:1]([NH2:2])=[O:3])=[CH:5]4)[CH:18]=[CH:17][N:16]=3)[CH2:21][CH2:22]2)=[O:27])[CH2:70][CH2:69]1. The catalyst class is: 1. (5) The catalyst class is: 2. Reactant: S([O:8][S:9]([C:12]([F:15])([F:14])[F:13])(=[O:11])=[O:10])(C(F)(F)F)(=O)=O.[F:16][C@@:17]1([CH2:30]O)[CH2:22][CH2:21][CH2:20][N:19]([C:23]([O:25][C:26]([CH3:29])([CH3:28])[CH3:27])=[O:24])[CH2:18]1.C(N(CC)CC)C. Product: [F:16][C@@:17]1([CH2:30][O:8][S:9]([C:12]([F:13])([F:14])[F:15])(=[O:10])=[O:11])[CH2:22][CH2:21][CH2:20][N:19]([C:23]([O:25][C:26]([CH3:29])([CH3:28])[CH3:27])=[O:24])[CH2:18]1. (6) Reactant: [NH2:1][C:2]1[S:3][C@:4]2(/[CH:28]=[CH:29]/[C:30](OCC)=[O:31])[C@H:6]([C@:7]([C:11]3[CH:16]=[C:15]([NH:17][C:18](=[O:26])[C:19]4[CH:24]=[CH:23][C:22]([Cl:25])=[CH:21][N:20]=4)[CH:14]=[CH:13][C:12]=3[F:27])([CH2:9][F:10])[N:8]=1)[CH2:5]2.[BH4-].[Li+].CO. Product: [NH2:1][C:2]1[S:3][C@:4]2([CH2:28][CH2:29][CH2:30][OH:31])[C@H:6]([C@:7]([C:11]3[CH:16]=[C:15]([NH:17][C:18](=[O:26])[C:19]4[CH:24]=[CH:23][C:22]([Cl:25])=[CH:21][N:20]=4)[CH:14]=[CH:13][C:12]=3[F:27])([CH2:9][F:10])[N:8]=1)[CH2:5]2. The catalyst class is: 1.